From a dataset of Catalyst prediction with 721,799 reactions and 888 catalyst types from USPTO. Predict which catalyst facilitates the given reaction. (1) Reactant: C(NC(C)C)(C)C.C([Li])CCC.[F:13][C:14]1[CH:30]=[CH:29][C:17]([CH2:18][NH:19][C:20]([C:22]2[CH:27]=[C:26]([Cl:28])[CH:25]=[CH:24][N:23]=2)=[O:21])=[CH:16][CH:15]=1.[Li+].CC([N-]C(C)C)C.C1C[O:42]CC1. Product: [F:13][C:14]1[CH:30]=[CH:29][C:17]([CH2:18][NH:19][C:20]([C:22]2[C:27]([OH:42])=[C:26]([Cl:28])[CH:25]=[CH:24][N:23]=2)=[O:21])=[CH:16][CH:15]=1. The catalyst class is: 28. (2) Reactant: [Br:1][C:2]1[CH:3]=[C:4]([OH:8])[CH:5]=[CH:6][CH:7]=1.O[CH2:10][CH2:11][N:12]1[C:16](=[O:17])[C:15]2=[CH:18][CH:19]=[CH:20][CH:21]=[C:14]2[C:13]1=[O:22].C1(P(C2C=CC=CC=2)C2C=CC=CC=2)C=CC=CC=1.N(C(OCC)=O)=NC(OCC)=O. Product: [Br:1][C:2]1[CH:3]=[C:4]([CH:5]=[CH:6][CH:7]=1)[O:8][CH2:10][CH2:11][N:12]1[C:16](=[O:17])[C:15]2=[CH:18][CH:19]=[CH:20][CH:21]=[C:14]2[C:13]1=[O:22]. The catalyst class is: 1. (3) Reactant: [CH2:1]([NH:6][C:7]1[CH:16]=[CH:15][C:14]2[C:13]([CH3:18])([CH3:17])[CH2:12][CH2:11][C:10]([CH3:20])([CH3:19])[C:9]=2[CH:8]=1)[CH2:2][CH2:3][CH2:4][CH3:5].[C:21](Cl)([Cl:23])=[O:22]. Product: [CH2:1]([N:6]([C:7]1[CH:16]=[CH:15][C:14]2[C:13]([CH3:18])([CH3:17])[CH2:12][CH2:11][C:10]([CH3:19])([CH3:20])[C:9]=2[CH:8]=1)[C:21]([Cl:23])=[O:22])[CH2:2][CH2:3][CH2:4][CH3:5]. The catalyst class is: 11. (4) The catalyst class is: 54. Reactant: [CH2:1]([O:8][C:5]1[C:6](OC)=[CH:7][C:2]([C:1]([OH:8])=O)=[CH:3][C:4]=1OC)[C:2]1[CH:7]=[CH:6][CH:5]=[CH:4][CH:3]=1.C(N1C=CN=C1)([N:24]1C=CN=C1)=O.[OH-].[NH4+].Cl. Product: [C:1]([NH2:24])(=[O:8])[C:2]1[CH:7]=[CH:6][CH:5]=[CH:4][CH:3]=1. (5) Reactant: [CH2:1]([N+:5]([O-:7])=[O:6])/[CH:2]=[N:3]\O.Cl.N[C:10]1[C:17]([F:18])=[C:16]([Cl:19])[C:15]([F:20])=[CH:14][C:11]=1[CH:12]=O. Product: [Cl:19][C:16]1[C:17]([F:18])=[C:10]2[C:11]([CH:12]=[C:1]([N+:5]([O-:7])=[O:6])[CH:2]=[N:3]2)=[CH:14][C:15]=1[F:20]. The catalyst class is: 8.